Dataset: Full USPTO retrosynthesis dataset with 1.9M reactions from patents (1976-2016). Task: Predict the reactants needed to synthesize the given product. (1) Given the product [CH3:1][O:2][C:3]1[CH:12]=[C:11]2[C:6]([C:7]([NH:13][C:14]3[CH:19]=[N:18][C:17]([NH:20][C:22]4[C:31]5[C:26](=[CH:27][CH:28]=[CH:29][CH:30]=5)[C:25]([C:32]5[CH:37]=[CH:36][CH:35]=[CH:34][CH:33]=5)=[N:24][N:23]=4)=[N:16][CH:15]=3)=[CH:8][CH:9]=[N:10]2)=[N:5][CH:4]=1, predict the reactants needed to synthesize it. The reactants are: [CH3:1][O:2][C:3]1[CH:12]=[C:11]2[C:6]([C:7]([NH:13][C:14]3[CH:15]=[N:16][C:17]([NH2:20])=[N:18][CH:19]=3)=[CH:8][CH:9]=[N:10]2)=[N:5][CH:4]=1.Cl[C:22]1[C:31]2[C:26](=[CH:27][CH:28]=[CH:29][CH:30]=2)[C:25]([C:32]2[CH:37]=[CH:36][CH:35]=[CH:34][CH:33]=2)=[N:24][N:23]=1.C1COCC1.[Li+].C[Si]([N-][Si](C)(C)C)(C)C. (2) Given the product [F:54][C:44]1[CH:45]=[C:46]([C:47]2[CH:52]=[CH:51][CH:50]=[CH:49][C:48]=2[CH3:1])[C:40]2[O:39][CH:38]([CH2:37][NH2:34])[CH2:42][C:41]=2[CH:43]=1, predict the reactants needed to synthesize it. The reactants are: [CH3:1]C1C=CC(S(OCC2CC3C=C(F)C=C(C4C=CC=CC=4F)C=3O2)(=O)=O)=CC=1.[N-]=[N+]=[N-].[Na+].[N:34]([CH2:37][CH:38]1[CH2:42][C:41]2[CH:43]=[C:44]([F:54])[CH:45]=[C:46]([C:47]3[CH:52]=[CH:51][CH:50]=[CH:49][C:48]=3F)[C:40]=2[O:39]1)=[N+]=[N-].[N-]=[N+]=[N-]. (3) The reactants are: [F:1][C:2]1[CH:25]=[CH:24][C:5]([CH2:6][N:7]([C:10]2[N:15]=[C:14]([NH:16][CH2:17][CH2:18][CH3:19])[N:13]=[C:12]([NH:20][CH2:21][C:22]#[CH:23])[N:11]=2)[O:8][CH3:9])=[CH:4][CH:3]=1.[ClH:26].C(OCC)C. Given the product [ClH:26].[F:1][C:2]1[CH:25]=[CH:24][C:5]([CH2:6][N:7]([C:10]2[N:11]=[C:12]([NH:20][CH2:21][CH2:22][CH3:23])[N:13]=[C:14]([NH:16][CH2:17][C:18]#[CH:19])[N:15]=2)[O:8][CH3:9])=[CH:4][CH:3]=1, predict the reactants needed to synthesize it.